Task: Predict the product of the given reaction.. Dataset: Forward reaction prediction with 1.9M reactions from USPTO patents (1976-2016) (1) The product is: [F:21][C:12]1[C:11]([O:10][CH2:9][C:7]2[S:8][C:4]([CH2:1][CH2:2][CH3:3])=[C:5]([C:22]3[CH:27]=[CH:26][C:25]([O:28][CH3:29])=[CH:24][CH:23]=3)[N:6]=2)=[CH:19][CH:18]=[C:17]([F:20])[C:13]=1[C:14]([NH2:16])=[O:15]. Given the reactants [CH2:1]([C:4]1[S:8][C:7]([CH2:9][O:10][C:11]2[C:12]([F:21])=[C:13]([C:17]([F:20])=[CH:18][CH:19]=2)[C:14]([NH2:16])=[O:15])=[N:6][C:5]=1[C:22]1[CH:27]=[CH:26][C:25]([O:28][CH3:29])=[CH:24][CH:23]=1)[CH:2]=[CH2:3], predict the reaction product. (2) Given the reactants [NH2:1][C:2]1[N:7]=[N:6][C:5]([CH2:8][CH2:9][CH2:10][CH2:11][N:12]2[CH:16]=[C:15]([C:17]([O:19]C)=[O:18])[N:14]=[N:13]2)=[CH:4][C:3]=1Br.[C:22]1(=O)[CH2:26][CH2:25][CH2:24][CH2:23]1.C1N2CCN(CC2)C1.[Li+].[OH-], predict the reaction product. The product is: [N:7]1[C:2]2[NH:1][C:22]3[CH2:26][CH2:25][CH2:24][C:23]=3[C:3]=2[CH:4]=[C:5]([CH2:8][CH2:9][CH2:10][CH2:11][N:12]2[CH:16]=[C:15]([C:17]([OH:19])=[O:18])[N:14]=[N:13]2)[N:6]=1. (3) Given the reactants [Mg].Br[CH2:3][CH2:4][CH:5]=[CH2:6].Br[C:8]1[CH:15]=[CH:14][C:11]([C:12]#[N:13])=[CH:10][CH:9]=1.Cl, predict the reaction product. The product is: [CH2:3]([C:8]1[CH:15]=[CH:14][C:11]([C:12]#[N:13])=[CH:10][CH:9]=1)[CH2:4][CH:5]=[CH2:6]. (4) The product is: [CH2:22]([O:19][C:18]([C:16]1[S:17][C:11]2[NH:10][C:9](=[O:21])[N:8]([CH2:1][C:2]3[CH:7]=[CH:6][CH:5]=[CH:4][CH:3]=3)[C:13](=[O:14])[C:12]=2[CH:15]=1)=[O:20])[C:23]1[CH:28]=[CH:27][CH:26]=[CH:25][CH:24]=1. Given the reactants [CH2:1]([N:8]1[C:13](=[O:14])[C:12]2[CH:15]=[C:16]([C:18]([OH:20])=[O:19])[S:17][C:11]=2[NH:10][C:9]1=[O:21])[C:2]1[CH:7]=[CH:6][CH:5]=[CH:4][CH:3]=1.[CH3:22][C:23]1[CH:28]=[CH:27][C:26](S([O-])(=O)=O)=[CH:25][CH:24]=1.C[N+]1(CCN=C=NC2CCCCC2)CCOCC1.C(O)C1C=CC=CC=1, predict the reaction product.